From a dataset of NCI-60 drug combinations with 297,098 pairs across 59 cell lines. Regression. Given two drug SMILES strings and cell line genomic features, predict the synergy score measuring deviation from expected non-interaction effect. (1) Drug 1: C1C(C(OC1N2C=NC3=C2NC=NCC3O)CO)O. Drug 2: CC1CCCC2(C(O2)CC(NC(=O)CC(C(C(=O)C(C1O)C)(C)C)O)C(=CC3=CSC(=N3)C)C)C. Cell line: MALME-3M. Synergy scores: CSS=27.0, Synergy_ZIP=-0.832, Synergy_Bliss=-1.16, Synergy_Loewe=-8.43, Synergy_HSA=0.0176. (2) Drug 1: CC1=CC2C(CCC3(C2CCC3(C(=O)C)OC(=O)C)C)C4(C1=CC(=O)CC4)C. Drug 2: C#CCC(CC1=CN=C2C(=N1)C(=NC(=N2)N)N)C3=CC=C(C=C3)C(=O)NC(CCC(=O)O)C(=O)O. Cell line: SNB-75. Synergy scores: CSS=-3.15, Synergy_ZIP=2.59, Synergy_Bliss=-0.237, Synergy_Loewe=-7.21, Synergy_HSA=-5.66.